Dataset: Forward reaction prediction with 1.9M reactions from USPTO patents (1976-2016). Task: Predict the product of the given reaction. (1) Given the reactants [H-].[Na+].[OH:3][C:4]1[CH:5]=[C:6]2[C:10](=[CH:11][CH:12]=1)[NH:9][CH:8]=[CH:7]2.[NH2:13][C:14]1[N:19]=[C:18](Cl)[CH:17]=[C:16]([Cl:21])[N:15]=1, predict the reaction product. The product is: [Cl:21][C:16]1[CH:17]=[C:18]([O:3][C:4]2[CH:5]=[C:6]3[C:10](=[CH:11][CH:12]=2)[NH:9][CH:8]=[CH:7]3)[N:19]=[C:14]([NH2:13])[N:15]=1. (2) The product is: [Cl:18][C:19]1[CH:24]=[CH:23][C:22]2[N:15]([C:13]([CH:12]([C:3]3[CH:4]=[C:5]4[C:10](=[CH:11][C:2]=3[F:1])[N:9]=[CH:8][CH:7]=[CH:6]4)[CH3:17])=[N:20][N:21]=2)[N:16]=1. Given the reactants [F:1][C:2]1[CH:11]=[C:10]2[C:5]([CH:6]=[CH:7][CH:8]=[N:9]2)=[CH:4][C:3]=1[CH:12]([CH3:17])[C:13]([NH:15][NH2:16])=O.[Cl:18][C:19]1[N:20]=[N:21][C:22](Cl)=[CH:23][CH:24]=1, predict the reaction product. (3) Given the reactants [F:1][C:2]1[CH:3]=[C:4](B(O)O)[CH:5]=[C:6]([CH3:8])[CH:7]=1.[O:12]=[S:13]1(=[O:30])[CH2:18][CH2:17][N:16]2[CH2:19][CH2:20][CH2:21][C@@H:22]([C:23]3[CH:28]=[CH:27][C:26]([OH:29])=[CH:25][CH:24]=3)[C:15]2=[N:14]1.N1C=CC=CC=1.C(=O)([O-])[O-].[Cs+].[Cs+], predict the reaction product. The product is: [F:1][C:2]1[CH:3]=[C:4]([CH:5]=[C:6]([CH3:8])[CH:7]=1)[O:29][C:26]1[CH:25]=[CH:24][C:23]([C@H:22]2[C:15]3=[N:14][S:13](=[O:30])(=[O:12])[CH2:18][CH2:17][N:16]3[CH2:19][CH2:20][CH2:21]2)=[CH:28][CH:27]=1. (4) Given the reactants [NH2:1][C:2]1[CH:7]=[CH:6][C:5](Br)=[CH:4][N:3]=1.[CH3:9][C:10]1([CH3:24])[C:15]2[CH:16]=[C:17](B(O)O)[CH:18]=[CH:19][C:14]=2[NH:13][C:12](=[O:23])[O:11]1, predict the reaction product. The product is: [NH2:1][C:2]1[N:3]=[CH:4][C:5]([C:17]2[CH:18]=[CH:19][C:14]3[NH:13][C:12](=[O:23])[O:11][C:10]([CH3:24])([CH3:9])[C:15]=3[CH:16]=2)=[CH:6][CH:7]=1. (5) Given the reactants [CH2:1]([P:4](=[O:11])([O:8][CH2:9][CH3:10])[O:5][CH2:6][CH3:7])[CH:2]=[CH2:3].[CH:12]([C:14]1[CH:19]=[CH:18][CH:17]=[C:16](C)[N:15]=1)=C, predict the reaction product. The product is: [CH2:9]([O:8][P:4]([CH2:1]/[CH:2]=[CH:3]/[C:16]1[CH:17]=[CH:18][CH:19]=[C:14]([CH3:12])[N:15]=1)([O:5][CH2:6][CH3:7])=[O:11])[CH3:10]. (6) The product is: [Br:21][C:9]1[CH:14]=[CH:13][C:12]([C@@H:15]2[CH2:17][C@H:16]2[N+:18]([O-:20])=[O:19])=[CH:11][CH:10]=1. Given the reactants C(O[C:9]1[CH:14]=[CH:13][C:12]([C@@H:15]2[CH2:17][C@H:16]2[N+:18]([O-:20])=[O:19])=[CH:11][CH:10]=1)C1C=CC=CC=1.[Br:21]C1C=CC(/C=C/[N+]([O-])=O)=CC=1, predict the reaction product. (7) Given the reactants [F-].C([N+](CCCC)(CCCC)CCCC)CCC.[CH3:19][C:20]1([CH3:49])[NH:29][C@H:28]2[C@H:23]([CH2:24][CH2:25][CH2:26][CH2:27]2)[N:22]([C:30]2[CH:38]=[C:37]3[C:33]([CH:34]=[CH:35][N:36]3[Si](C(C)C)(C(C)C)C(C)C)=[CH:32][CH:31]=2)[CH2:21]1, predict the reaction product. The product is: [NH:36]1[C:37]2[C:33](=[CH:32][CH:31]=[C:30]([N:22]3[C@@H:23]4[C@@H:28]([CH2:27][CH2:26][CH2:25][CH2:24]4)[NH:29][C:20]([CH3:49])([CH3:19])[CH2:21]3)[CH:38]=2)[CH:34]=[CH:35]1. (8) Given the reactants [Cl:1][C:2]1[CH:7]=[CH:6][C:5]([CH:8]([C:35]2[CH:40]=[CH:39][C:38]([Cl:41])=[CH:37][CH:36]=2)[N:9]2[CH2:12][CH:11]([N:13]([S:31]([CH3:34])(=[O:33])=[O:32])[C:14]3[CH:15]=[C:16]([CH:28]=[CH:29][CH:30]=3)[C:17]([NH:19][CH2:20][CH:21]3[CH2:25][O:24]C(C)(C)[O:22]3)=[O:18])[CH2:10]2)=[CH:4][CH:3]=1.O1CCCC1.Cl.C(=O)([O-])O.[Na+], predict the reaction product. The product is: [Cl:41][C:38]1[CH:37]=[CH:36][C:35]([CH:8]([C:5]2[CH:4]=[CH:3][C:2]([Cl:1])=[CH:7][CH:6]=2)[N:9]2[CH2:10][CH:11]([N:13]([S:31]([CH3:34])(=[O:33])=[O:32])[C:14]3[CH:15]=[C:16]([CH:28]=[CH:29][CH:30]=3)[C:17]([NH:19][CH2:20][CH:21]([OH:22])[CH2:25][OH:24])=[O:18])[CH2:12]2)=[CH:40][CH:39]=1. (9) The product is: [Cl:28][C:25]1[CH:24]=[CH:23][C:22]([N:17]([CH2:18][CH:19]2[CH2:21][CH2:20]2)[C:14]2[CH:15]=[CH:16][C:11]([C:10]([C:8]3[CH:7]=[CH:6][C:5]([N:66]4[C:70]([C:71]5[CH:76]=[CH:75][CH:74]=[CH:73][CH:72]=5)=[CH:69][N:68]=[N:67]4)=[C:4]([CH:9]=3)[C:3]([OH:2])=[O:31])=[O:29])=[N:12][CH:13]=2)=[CH:27][CH:26]=1. Given the reactants C[O:2][C:3](=[O:31])[C:4]1[CH:9]=[C:8]([C:10](=[O:29])[C:11]2[CH:16]=[CH:15][C:14]([N:17]([C:22]3[CH:27]=[CH:26][C:25]([Cl:28])=[CH:24][CH:23]=3)[CH2:18][CH:19]3[CH2:21][CH2:20]3)=[CH:13][N:12]=2)[CH:7]=[CH:6][C:5]=1F.C(C1C=CC=CC=1)#C.COC(=O)C1C=C(C(=O)C2C=CC(N(C3C=CC(Cl)=CC=3)C)=CN=2)C=CC=1[N:66]1[C:70]([C:71]2[CH:76]=[CH:75][CH:74]=[CH:73][CH:72]=2)=[CH:69][N:68]=[N:67]1, predict the reaction product.